From a dataset of Peptide-MHC class II binding affinity with 134,281 pairs from IEDB. Regression. Given a peptide amino acid sequence and an MHC pseudo amino acid sequence, predict their binding affinity value. This is MHC class II binding data. (1) The peptide sequence is GVFHELPSLCRVNNS. The MHC is DRB1_0802 with pseudo-sequence DRB1_0802. The binding affinity (normalized) is 0.143. (2) The peptide sequence is TVWAQSAAFPAFKPE. The MHC is DRB1_1001 with pseudo-sequence DRB1_1001. The binding affinity (normalized) is 0.908. (3) The peptide sequence is YDKFLANVSTGLTGK. The MHC is DRB1_1302 with pseudo-sequence DRB1_1302. The binding affinity (normalized) is 0.812. (4) The peptide sequence is ANLCVERVLDCRTAF. The MHC is DRB1_0401 with pseudo-sequence DRB1_0401. The binding affinity (normalized) is 0.264. (5) The peptide sequence is LTYQNKVVKVQRPTPKG. The MHC is DRB1_0701 with pseudo-sequence DRB1_0701. The binding affinity (normalized) is 0.445. (6) The peptide sequence is ARVTVKDVTFRNITG. The MHC is HLA-DQA10401-DQB10402 with pseudo-sequence HLA-DQA10401-DQB10402. The binding affinity (normalized) is 0.0984. (7) The MHC is HLA-DQA10401-DQB10402 with pseudo-sequence HLA-DQA10401-DQB10402. The binding affinity (normalized) is 0.188. The peptide sequence is PDPTKLILQLLKDFL.